From a dataset of Reaction yield outcomes from USPTO patents with 853,638 reactions. Predict the reaction yield, written as a fraction of the theoretical maximum amount of product (1.0 means a 100% yield; for example, 0.34 means a 34% yield). (1) The reactants are [C:1]([CH:5]1[CH2:10][CH2:9][CH:8]([O:11][C:12]2[CH:13]=[C:14]3[C:19](=[C:20]([CH3:22])[CH:21]=2)[CH:18]=[C:17]([CH:23]=O)[CH:16]=[CH:15]3)[CH2:7][CH2:6]1)([CH3:4])([CH3:3])[CH3:2].Cl.[CH3:26][O:27][C:28](=[O:31])[CH2:29][NH2:30].C(N(C(C)C)CC)(C)C.C(O[BH-](OC(=O)C)OC(=O)C)(=O)C.[Na+]. The catalyst is ClCCCl.C(Cl)Cl. The product is [CH3:26][O:27][C:28](=[O:31])[CH2:29][NH:30][CH2:23][C:17]1[CH:16]=[CH:15][C:14]2[C:19](=[C:20]([CH3:22])[CH:21]=[C:12]([O:11][CH:8]3[CH2:7][CH2:6][CH:5]([C:1]([CH3:3])([CH3:4])[CH3:2])[CH2:10][CH2:9]3)[CH:13]=2)[CH:18]=1. The yield is 0.860. (2) The reactants are C[O:2][C:3](=[O:16])[C:4]1[CH:13]=[CH:12][C:11]([C:14]#[N:15])=[C:6]([C:7]([O:9]C)=[O:8])[CH:5]=1.[OH-].[Li+].Cl. The catalyst is CO.O. The product is [C:14]([C:11]1[CH:12]=[CH:13][C:4]([C:3]([OH:16])=[O:2])=[CH:5][C:6]=1[C:7]([OH:9])=[O:8])#[N:15]. The yield is 1.00. (3) The reactants are [Cl:1][C:2]1[CH:3]=[C:4]([C:9]([C:11]2[CH:19]=[CH:18][CH:17]=[CH:16][C:12]=2C(O)=O)=[O:10])[CH:5]=[CH:6][C:7]=1[Cl:8].[NH2:20][CH2:21][C:22]1[CH:23]=[CH:24][C:25]([F:49])=[C:26]([C:28]2[CH:33]=[CH:32][CH:31]=[C:30]([CH2:34][N:35]3[CH2:40][CH2:39][N:38](C(OC(C)(C)C)=O)[C@@H:37]([CH3:48])[CH2:36]3)[CH:29]=2)[CH:27]=1.C(Cl)CCl.C1C=CC2N(O)N=NC=2C=1.[C:64]([O-])([O-])=[O:65].[Na+].[Na+].C(O)(C(F)(F)F)=O. The catalyst is C(Cl)(Cl)Cl. The product is [Cl:1][C:2]1[CH:3]=[C:4]([C:9]([C:11]2[CH:12]=[C:16]([CH:17]=[CH:18][CH:19]=2)[C:64]([NH:20][CH2:21][C:22]2[CH:27]=[C:26]([C:28]3[CH:33]=[CH:32][CH:31]=[C:30]([CH2:34][N:35]4[CH2:40][CH2:39][NH:38][C@@H:37]([CH3:48])[CH2:36]4)[CH:29]=3)[C:25]([F:49])=[CH:24][CH:23]=2)=[O:65])=[O:10])[CH:5]=[CH:6][C:7]=1[Cl:8]. The yield is 0.360. (4) The reactants are C[N:2](C)[CH:3]=[CH:4][C:5]([C:7]1[C:12](=[O:13])[CH:11]=[CH:10][N:9]([C:14]2[CH:19]=[CH:18][CH:17]=[C:16]([OH:20])[CH:15]=2)[N:8]=1)=O.[C:22]1([NH:28]N)[CH:27]=[CH:26][CH:25]=[CH:24][CH:23]=1. The catalyst is CO. The product is [OH:20][C:16]1[CH:15]=[C:14]([N:9]2[CH:10]=[CH:11][C:12](=[O:13])[C:7]([C:5]3[N:28]([C:22]4[CH:27]=[CH:26][CH:25]=[CH:24][CH:23]=4)[N:2]=[CH:3][CH:4]=3)=[N:8]2)[CH:19]=[CH:18][CH:17]=1. The yield is 0.650. (5) The reactants are Br[C:2]1[CH:3]=[CH:4][C:5]2[NH:10][CH:9]([C:11]3[CH:16]=[CH:15][CH:14]=[CH:13][C:12]=3[Cl:17])[CH2:8][O:7][C:6]=2[CH:18]=1.[B:19]1([B:19]2[O:23][C:22]([CH3:25])([CH3:24])[C:21]([CH3:27])([CH3:26])[O:20]2)[O:23][C:22]([CH3:25])([CH3:24])[C:21]([CH3:27])([CH3:26])[O:20]1.C([O-])(=O)C.[K+]. The catalyst is O1CCOCC1. The product is [Cl:17][C:12]1[CH:13]=[CH:14][CH:15]=[CH:16][C:11]=1[CH:9]1[CH2:8][O:7][C:6]2[CH:18]=[C:2]([B:19]3[O:23][C:22]([CH3:25])([CH3:24])[C:21]([CH3:27])([CH3:26])[O:20]3)[CH:3]=[CH:4][C:5]=2[NH:10]1. The yield is 0.427.